From a dataset of Reaction yield outcomes from USPTO patents with 853,638 reactions. Predict the reaction yield, written as a fraction of the theoretical maximum amount of product (1.0 means a 100% yield; for example, 0.34 means a 34% yield). The reactants are [Cl:1][C:2]1[CH:3]=[C:4]([S:8]([NH:11][C:12]2[CH:20]=[CH:19][C:15]([C:16]([OH:18])=[O:17])=[C:14]([OH:21])[CH:13]=2)(=[O:10])=[O:9])[S:5][C:6]=1[Cl:7].[CH3:22][CH:23](O)[CH3:24]. No catalyst specified. The product is [Cl:1][C:2]1[CH:3]=[C:4]([S:8]([NH:11][C:12]2[CH:20]=[CH:19][C:15]([C:16]([O:18][CH:23]([CH3:24])[CH3:22])=[O:17])=[C:14]([OH:21])[CH:13]=2)(=[O:9])=[O:10])[S:5][C:6]=1[Cl:7]. The yield is 0.800.